Dataset: Reaction yield outcomes from USPTO patents with 853,638 reactions. Task: Predict the reaction yield, written as a fraction of the theoretical maximum amount of product (1.0 means a 100% yield; for example, 0.34 means a 34% yield). (1) The reactants are [OH:1][C:2]1[C:11]2[C:6](=[CH:7][CH:8]=[CH:9][CH:10]=2)[C:5](=[O:12])[NH:4][C:3]=1[C:13]1[CH:18]=[CH:17][CH:16]=[CH:15][CH:14]=1.C(=O)([O-])[O-].[K+].[K+].Br[CH2:26][CH2:27][Cl:28]. The catalyst is CO. The product is [Cl:28][CH2:27][CH2:26][O:1][C:2]1[C:11]2[C:6](=[CH:7][CH:8]=[CH:9][CH:10]=2)[C:5](=[O:12])[NH:4][C:3]=1[C:13]1[CH:14]=[CH:15][CH:16]=[CH:17][CH:18]=1. The yield is 0.440. (2) The reactants are [F:1][C:2]([C:5]1[CH:9]=[C:8]([NH:10][C:11]([NH:13][C:14]2[CH:19]=[CH:18][CH:17]=[C:16]([OH:20])[CH:15]=2)=[O:12])[O:7][N:6]=1)([CH3:4])[CH3:3].Cl[C:22]1[C:31]2[C:26](=[CH:27][C:28]([O:40][CH3:41])=[C:29]([O:32][CH2:33][CH2:34][CH2:35][S:36]([CH3:39])(=[O:38])=[O:37])[CH:30]=2)[N:25]=[CH:24][N:23]=1. No catalyst specified. The product is [F:1][C:2]([C:5]1[CH:9]=[C:8]([NH:10][C:11]([NH:13][C:14]2[CH:19]=[CH:18][CH:17]=[C:16]([O:20][C:22]3[C:31]4[C:26](=[CH:27][C:28]([O:40][CH3:41])=[C:29]([O:32][CH2:33][CH2:34][CH2:35][S:36]([CH3:39])(=[O:37])=[O:38])[CH:30]=4)[N:25]=[CH:24][N:23]=3)[CH:15]=2)=[O:12])[O:7][N:6]=1)([CH3:3])[CH3:4]. The yield is 0.610. (3) The reactants are [CH:1]1([NH2:4])[CH2:3][CH2:2]1.[Cl:5][C:6]1[CH:17]=[CH:16][C:9]([CH2:10][NH:11][C:12](=[O:15])[CH2:13][CH3:14])=[CH:8][C:7]=1[CH:18]=O.[BH4-].[Na+].[OH-].[Na+]. The catalyst is CO. The product is [Cl:5][C:6]1[CH:17]=[CH:16][C:9]([CH2:10][NH:11][C:12](=[O:15])[CH2:13][CH3:14])=[CH:8][C:7]=1[CH2:18][NH:4][CH:1]1[CH2:3][CH2:2]1. The yield is 0.810. (4) The reactants are [Br:1][C:2]1[C:7]([N+:8]([O-])=O)=[CH:6][CH:5]=[CH:4][C:3]=1[F:11].[BH4-].[Na+].O. The catalyst is CO.Cl[Ni]Cl. The product is [Br:1][C:2]1[C:3]([F:11])=[CH:4][CH:5]=[CH:6][C:7]=1[NH2:8]. The yield is 0.700.